Dataset: Reaction yield outcomes from USPTO patents with 853,638 reactions. Task: Predict the reaction yield, written as a fraction of the theoretical maximum amount of product (1.0 means a 100% yield; for example, 0.34 means a 34% yield). (1) The reactants are [CH3:1][O:2][C:3](=[O:25])[C@@H:4]([NH:12][C:13](=[O:24])[C@@H:14]([OH:23])[C@@H:15]([N:20]=[N+]=[N-])[CH2:16][CH2:17][CH2:18][CH3:19])[CH2:5][C:6]1[CH:11]=[CH:10][CH:9]=[CH:8][CH:7]=1. The catalyst is [C].[Pd].CO. The product is [CH3:1][O:2][C:3](=[O:25])[C@@H:4]([NH:12][C:13](=[O:24])[C@@H:14]([OH:23])[C@@H:15]([NH2:20])[CH2:16][CH2:17][CH2:18][CH3:19])[CH2:5][C:6]1[CH:11]=[CH:10][CH:9]=[CH:8][CH:7]=1. The yield is 0.940. (2) The reactants are [CH3:1][N:2]1[N:6]=[N:5][C:4]([C:7]2[CH:28]=[CH:27][C:10]3[N:11]([CH2:14][C:15]4[CH:26]=[CH:25][C:18]5[N:19]=[C:20](S(C)=O)[S:21][C:17]=5[CH:16]=4)[CH:12]=[N:13][C:9]=3[CH:8]=2)=[N:3]1.Cl.[NH2:30][C@@H:31]1[CH2:36][CH2:35][CH2:34][C@@H:33]([OH:37])[C@H:32]1[OH:38].CCN(C(C)C)C(C)C. The catalyst is CN1C(=O)CCC1. The product is [CH3:1][N:2]1[N:6]=[N:5][C:4]([C:7]2[CH:28]=[CH:27][C:10]3[N:11]([CH2:14][C:15]4[CH:26]=[CH:25][C:18]5[N:19]=[C:20]([NH:30][C@@H:31]6[CH2:36][CH2:35][CH2:34][C@@H:33]([OH:37])[C@H:32]6[OH:38])[S:21][C:17]=5[CH:16]=4)[CH:12]=[N:13][C:9]=3[CH:8]=2)=[N:3]1. The yield is 0.100. (3) The reactants are [CH:1]1[CH2:6][CH:5]=[CH:4][CH2:3][CH:2]=1.C([C:9]1[C:15](=O)[C:14](Cl)=[C:13](Cl)[C:11](=[O:12])[C:10]=1C#N)#N. No catalyst specified. The product is [C:1]1([CH:10]2[CH2:9][CH2:15][CH2:14][CH2:13][C:11]2=[O:12])[CH:6]=[CH:5][CH:4]=[CH:3][CH:2]=1. The yield is 0.560. (4) The reactants are Br[C:2]1[CH:8]=[C:7]([N+:9]([O-:11])=[O:10])[CH:6]=[CH:5][C:3]=1[NH2:4].[C:12]([C:14]1[CH:19]=[CH:18][CH:17]=[CH:16][CH:15]=1)#[CH:13]. The catalyst is C(N(CC)CC)C.[Cu]I.Cl[Pd](Cl)([P](C1C=CC=CC=1)(C1C=CC=CC=1)C1C=CC=CC=1)[P](C1C=CC=CC=1)(C1C=CC=CC=1)C1C=CC=CC=1. The product is [N+:9]([C:7]1[CH:6]=[CH:5][C:3]([NH2:4])=[C:2]([C:13]#[C:12][C:14]2[CH:19]=[CH:18][CH:17]=[CH:16][CH:15]=2)[CH:8]=1)([O-:11])=[O:10]. The yield is 0.140. (5) The reactants are [Cl:1][C:2]1[N:11]=[CH:10][C:9]2[N:8]([CH2:12][C:13]([F:16])([F:15])[CH3:14])[C:7](=[O:17])[CH:6]3[CH2:18][O:19][CH2:20][CH2:21][N:5]3[C:4]=2[N:3]=1.IC.[CH3:24]C([O-])(C)C.[Na+]. The catalyst is CS(C)=O. The product is [Cl:1][C:2]1[N:11]=[CH:10][C:9]2[N:8]([CH2:12][C:13]([F:16])([F:15])[CH3:14])[C:7](=[O:17])[C:6]3([CH3:24])[CH2:18][O:19][CH2:20][CH2:21][N:5]3[C:4]=2[N:3]=1. The yield is 0.540. (6) The yield is 0.999. The reactants are [C:1]1([Mg]Br)[CH:6]=[CH:5][CH:4]=[CH:3][CH:2]=1.[CH:9](=[O:13])/[CH:10]=[CH:11]/[CH3:12].[Cl-].[NH4+]. The catalyst is O1CCCC1.CCOCC. The product is [C:1]1([CH:9]([OH:13])[CH:10]=[CH:11][CH3:12])[CH:6]=[CH:5][CH:4]=[CH:3][CH:2]=1.